Predict the reactants needed to synthesize the given product. From a dataset of Full USPTO retrosynthesis dataset with 1.9M reactions from patents (1976-2016). (1) Given the product [F:1][C:2]([F:36])([F:35])[C:3]1[CH:4]=[C:5]([C:13]([CH3:34])([CH3:33])[C:14]([N:16]([C:18]2[CH:19]=[N:20][C:21]([NH:37][CH2:38][CH2:39][CH2:40][OH:41])=[CH:22][C:23]=2[C:24]2[CH:29]=[CH:28][C:27]([F:30])=[CH:26][C:25]=2[CH3:31])[CH3:17])=[O:15])[CH:6]=[C:7]([C:9]([F:12])([F:11])[F:10])[CH:8]=1, predict the reactants needed to synthesize it. The reactants are: [F:1][C:2]([F:36])([F:35])[C:3]1[CH:4]=[C:5]([C:13]([CH3:34])([CH3:33])[C:14]([N:16]([C:18]2[CH:19]=[N:20][C:21](Cl)=[CH:22][C:23]=2[C:24]2[CH:29]=[CH:28][C:27]([F:30])=[CH:26][C:25]=2[CH3:31])[CH3:17])=[O:15])[CH:6]=[C:7]([C:9]([F:12])([F:11])[F:10])[CH:8]=1.[NH2:37][CH2:38][CH2:39][CH2:40][OH:41]. (2) Given the product [CH2:29]([C@@H:21]([NH:20][C:19]([C:16]1[N:15]=[N:14][C:13]([C:8]2[CH:9]=[CH:10][CH:11]=[CH:12][C:7]=2[C:6]([OH:37])=[O:5])=[CH:18][CH:17]=1)=[O:36])[C@H:22]([C:24]([OH:26])=[O:25])[OH:23])[C:30]1[CH:35]=[CH:34][CH:33]=[CH:32][CH:31]=1, predict the reactants needed to synthesize it. The reactants are: C([O:5][C:6](=[O:37])[C:7]1[CH:12]=[CH:11][CH:10]=[CH:9][C:8]=1[C:13]1[N:14]=[N:15][C:16]([C:19](=[O:36])[NH:20][C@H:21]([CH2:29][C:30]2[CH:35]=[CH:34][CH:33]=[CH:32][CH:31]=2)[C@H:22]([C:24]([O:26]CC)=[O:25])[OH:23])=[CH:17][CH:18]=1)(C)(C)C.C(O)(C(F)(F)F)=O. (3) Given the product [C:44]1([CH:37]([C:38]2[CH:39]=[CH:40][CH:41]=[CH:42][CH:43]=2)[CH2:36][NH:35][C:16]2[N:15]=[C:14]([N:11]3[CH2:12][CH2:13][C@@H:9]([NH:8][C:51]([NH:50][C:53]4[CH:54]=[N:55][CH:56]=[CH:57][CH:58]=4)=[O:52])[CH2:10]3)[N:22]=[C:21]3[C:17]=2[N:18]=[CH:19][N:20]3[C@@H:23]2[CH2:27][C@H:26]([NH:28][C:29](=[O:32])[CH2:30][OH:31])[C@@H:25]([OH:33])[C@H:24]2[OH:34])[CH:49]=[CH:48][CH:47]=[CH:46][CH:45]=1, predict the reactants needed to synthesize it. The reactants are: FC(F)(F)C(O)=O.[NH2:8][C@@H:9]1[CH2:13][CH2:12][N:11]([C:14]2[N:22]=[C:21]3[C:17]([N:18]=[CH:19][N:20]3[C@@H:23]3[CH2:27][C@H:26]([NH:28][C:29](=[O:32])[CH2:30][OH:31])[C@@H:25]([OH:33])[C@H:24]3[OH:34])=[C:16]([NH:35][CH2:36][CH:37]([C:44]3[CH:49]=[CH:48][CH:47]=[CH:46][CH:45]=3)[C:38]3[CH:43]=[CH:42][CH:41]=[CH:40][CH:39]=3)[N:15]=2)[CH2:10]1.[N:50]([C:53]1[CH:54]=[N:55][CH:56]=[CH:57][CH:58]=1)=[C:51]=[O:52]. (4) The reactants are: [NH2:1][C:2]1[CH:3]=[C:4]([CH:8]=[C:9](Br)[CH:10]=1)[C:5]([OH:7])=[O:6].[C:12]([Si:14]([CH:21]([CH3:23])[CH3:22])([CH:18]([CH3:20])[CH3:19])[CH:15]([CH3:17])[CH3:16])#[CH:13]. Given the product [NH2:1][C:2]1[CH:3]=[C:4]([CH:8]=[C:9]([C:13]#[C:12][Si:14]([CH:15]([CH3:17])[CH3:16])([CH:21]([CH3:23])[CH3:22])[CH:18]([CH3:20])[CH3:19])[CH:10]=1)[C:5]([OH:7])=[O:6], predict the reactants needed to synthesize it. (5) Given the product [CH:22]([O:24][C:6]1[CH:9]=[C:2]([Br:1])[CH:3]=[CH:4][C:5]=1[O:10][CH2:11][C@@H:12]1[CH2:14][O:13]1)=[O:23], predict the reactants needed to synthesize it. The reactants are: [Br:1][C:2]1[CH:3]=[CH:4][C:5]([O:10][CH2:11][C@@H:12]2[CH2:14][O:13]2)=[C:6]([CH:9]=1)C=O.C1C=C(Cl)C=C([C:22]([O:24]O)=[O:23])C=1.C([O-])([O-])=O.[Na+].[Na+]. (6) Given the product [Cl:14][C:15]1[N:16]=[C:17]([Cl:22])[N:18]=[C:19]([NH:9][C:7]2[N:6]=[CH:5][N:4]([CH:1]([CH3:3])[CH3:2])[CH:8]=2)[N:20]=1, predict the reactants needed to synthesize it. The reactants are: [CH:1]([N:4]1[CH:8]=[C:7]([N+:9]([O-])=O)[N:6]=[CH:5]1)([CH3:3])[CH3:2].[H][H].[Cl:14][C:15]1[N:20]=[C:19](Cl)[N:18]=[C:17]([Cl:22])[N:16]=1. (7) Given the product [C:20]1([CH:19]([N:73]2[CH2:77][CH2:76][CH2:75][CH2:74]2)[CH:18]=[CH2:17])[CH:21]=[CH:22][CH:23]=[CH:24][CH:25]=1, predict the reactants needed to synthesize it. The reactants are: CC1(C)C(C=CC2CCC/C(=C/[CH:17]=[C:18]3/[C:19](C)(C)[C:20]4[C:25](N/3CCCCS(O)(=O)=O)=[CH:24][CH:23]=[CH:22][CH:21]=4)/C=2OC2C=CC(OCCCCNCC3OC(O)C(N)C(O)C3O)=CC=2)=[N+](CCCCS([O-])(=O)=O)C2C1=CC=CC=2.[NH:73]1[CH2:77][CH2:76][CH2:75][CH2:74]1.C(=O)(OCC=CC1C=CC=CC=1)OC.